This data is from NCI-60 drug combinations with 297,098 pairs across 59 cell lines. The task is: Regression. Given two drug SMILES strings and cell line genomic features, predict the synergy score measuring deviation from expected non-interaction effect. (1) Drug 1: CCC1(CC2CC(C3=C(CCN(C2)C1)C4=CC=CC=C4N3)(C5=C(C=C6C(=C5)C78CCN9C7C(C=CC9)(C(C(C8N6C=O)(C(=O)OC)O)OC(=O)C)CC)OC)C(=O)OC)O.OS(=O)(=O)O. Drug 2: C1CC(=O)NC(=O)C1N2C(=O)C3=CC=CC=C3C2=O. Cell line: SW-620. Synergy scores: CSS=13.9, Synergy_ZIP=-3.40, Synergy_Bliss=-4.09, Synergy_Loewe=-39.7, Synergy_HSA=-6.05. (2) Drug 1: C1=C(C(=O)NC(=O)N1)F. Drug 2: C1CNP(=O)(OC1)N(CCCl)CCCl. Cell line: RPMI-8226. Synergy scores: CSS=67.4, Synergy_ZIP=-10.9, Synergy_Bliss=-27.3, Synergy_Loewe=-35.4, Synergy_HSA=-27.1. (3) Drug 1: CS(=O)(=O)CCNCC1=CC=C(O1)C2=CC3=C(C=C2)N=CN=C3NC4=CC(=C(C=C4)OCC5=CC(=CC=C5)F)Cl. Drug 2: C1C(C(OC1N2C=NC(=NC2=O)N)CO)O. Cell line: EKVX. Synergy scores: CSS=12.3, Synergy_ZIP=0.194, Synergy_Bliss=1.77, Synergy_Loewe=-0.330, Synergy_HSA=2.67. (4) Drug 1: C1CCN(CC1)CCOC2=CC=C(C=C2)C(=O)C3=C(SC4=C3C=CC(=C4)O)C5=CC=C(C=C5)O. Drug 2: C1=C(C(=O)NC(=O)N1)F. Cell line: BT-549. Synergy scores: CSS=20.1, Synergy_ZIP=-0.192, Synergy_Bliss=-0.936, Synergy_Loewe=-2.63, Synergy_HSA=-1.86. (5) Drug 1: C1=CC(=CC=C1CCCC(=O)O)N(CCCl)CCCl. Drug 2: C1=NC2=C(N1)C(=S)N=CN2. Cell line: M14. Synergy scores: CSS=12.7, Synergy_ZIP=-12.2, Synergy_Bliss=-24.1, Synergy_Loewe=-28.8, Synergy_HSA=-22.0.